From a dataset of Catalyst prediction with 721,799 reactions and 888 catalyst types from USPTO. Predict which catalyst facilitates the given reaction. (1) Reactant: [CH2:1]([O:8][C:9]([NH:11][C@@H:12]([CH2:17][C:18]1[CH:23]=[CH:22][C:21]([CH:24]2[S:28](=[O:30])(=[O:29])[NH:27][C:26](=[O:31])[CH2:25]2)=[C:20]([Br:32])[CH:19]=1)[C:13]([O:15]C)=[O:14])=[O:10])[C:2]1[CH:7]=[CH:6][CH:5]=[CH:4][CH:3]=1.[OH-].[Li+]. Product: [CH2:1]([O:8][C:9]([NH:11][C@@H:12]([CH2:17][C:18]1[CH:23]=[CH:22][C:21]([CH:24]2[S:28](=[O:30])(=[O:29])[NH:27][C:26](=[O:31])[CH2:25]2)=[C:20]([Br:32])[CH:19]=1)[C:13]([OH:15])=[O:14])=[O:10])[C:2]1[CH:7]=[CH:6][CH:5]=[CH:4][CH:3]=1. The catalyst class is: 193. (2) Reactant: [CH3:1][C:2]1[N:3]=[CH:4][S:5][CH:6]=1.[Br:7][CH2:8][C:9]([OH:11])=[O:10]. Product: [Br-:7].[C:9]([CH2:8][N+:3]1[C:2]([CH3:1])=[CH:6][S:5][CH:4]=1)([OH:11])=[O:10]. The catalyst class is: 21. (3) Reactant: CN1CCCC1=[O:7].[CH3:8][O:9][C:10]1[CH:11]=[CH:12][CH:13]=[CH:14][C:15]=1[O:16][CH2:17][CH2:18][NH:19][CH2:20][CH:21]([OH:37])[CH2:22][O:23][C:24]1[CH:25]=[CH:26][CH:27]=[C:28]2[NH:36][C:35]3[CH:34]=[CH:33][CH:32]=[CH:31][C:30]=3[C:29]=12.[P:38](=[O:42])([OH:41])([OH:40])[OH:39]. Product: [CH3:8][O:9][C:10]1[C:15]([O:16][CH2:17][CH2:18][NH:19][CH2:20][CH:21]([OH:37])[CH2:22][O:23][C:24]2[C:29]3[C:30]4[C:35]([NH:36][C:28]=3[CH:27]=[CH:26][CH:25]=2)=[CH:34][CH:33]=[CH:32][CH:31]=4)=[CH:14][CH:13]=[CH:12][CH:11]=1.[CH3:8][O:9][C:10]1[C:15]([O:16][CH2:17][CH2:18][NH:19][CH2:20][CH:21]([OH:37])[CH2:22][O:23][C:24]2[C:29]3[C:30]4[C:35]([NH:36][C:28]=3[CH:27]=[CH:26][CH:25]=2)=[CH:34][CH:33]=[CH:32][CH:31]=4)=[CH:14][CH:13]=[CH:12][CH:11]=1.[OH2:7].[OH:40][P:38]([OH:42])([OH:41])=[O:39].[OH:40][P:38]([OH:42])([OH:41])=[O:39]. The catalyst class is: 6. (4) Product: [CH3:1][C:2]1[C:37]([C:38](=[O:41])[NH:39][CH3:40])=[CH:36][CH:35]=[CH:34][C:3]=1[O:4][C:5]1[C:6]([C:22]([NH2:24])=[O:23])=[C:7]([NH:13][C:14]2[CH:19]=[CH:18][C:17]([I:20])=[CH:16][C:15]=2[F:21])[N:8]([CH3:12])[C:9](=[O:11])[CH:10]=1. The catalyst class is: 520. Reactant: [CH3:1][C:2]1[C:37]([C:38](=[O:41])[NH:39][CH3:40])=[CH:36][CH:35]=[CH:34][C:3]=1[O:4][C:5]1[C:6]([C:22]([NH:24]CC2C=CC(OC)=CC=2)=[O:23])=[C:7]([NH:13][C:14]2[CH:19]=[CH:18][C:17]([I:20])=[CH:16][C:15]=2[F:21])[N:8]([CH3:12])[C:9](=[O:11])[CH:10]=1.[Cl-].[Al+3].[Cl-].[Cl-].